From a dataset of Catalyst prediction with 721,799 reactions and 888 catalyst types from USPTO. Predict which catalyst facilitates the given reaction. (1) Reactant: C[CH:2]([CH3:15])[CH2:3][NH:4][C:5]1[CH:14]=[CH:13][C:8]2[N:9]=[C:10]([SH:12])[S:11][C:7]=2[CH:6]=1.[CH:16](N(CC)C(C)C)(C)C.Cl[C:26]([O:28][C:29]1[CH:34]=[CH:33][C:32]([Cl:35])=[CH:31][CH:30]=1)=[O:27]. Product: [SH:12][C:10]1[S:11][C:7]2[CH:6]=[C:5]([N:4]([CH:3]([CH3:16])[CH2:2][CH3:15])[C:26](=[O:27])[O:28][C:29]3[CH:34]=[CH:33][C:32]([Cl:35])=[CH:31][CH:30]=3)[CH:14]=[CH:13][C:8]=2[N:9]=1. The catalyst class is: 21. (2) Product: [Cl:28][C:23]1[C:22]2[C:21]3[C:20](=[C:31]([CH3:32])[O:30][N:29]=3)[C:19](=[O:33])[N:18]([CH:14]3[CH2:15][CH2:16][CH2:17][CH:12]([NH:11][CH2:10][CH:8]([C:5]4[CH:4]=[N:3][C:2]([Cl:1])=[CH:7][CH:6]=4)[OH:9])[CH2:13]3)[C:27]=2[CH:26]=[CH:25][CH:24]=1. The catalyst class is: 8. Reactant: [Cl:1][C:2]1[CH:7]=[CH:6][C:5]([CH:8]2[CH2:10][O:9]2)=[CH:4][N:3]=1.[NH2:11][CH:12]1[CH2:17][CH2:16][CH2:15][CH:14]([N:18]2[C:27]3[CH:26]=[CH:25][CH:24]=[C:23]([Cl:28])[C:22]=3[C:21]3=[N:29][O:30][C:31]([CH3:32])=[C:20]3[C:19]2=[O:33])[CH2:13]1. (3) Reactant: [O:1]1[C:5]2[CH:6]=[CH:7][CH:8]=[CH:9][C:4]=2[CH:3]=[C:2]1[C:10]1[CH:11]=[C:12]2[C:17](=[CH:18][CH:19]=1)[C:16]([CH3:20])=[C:15]([O:21][CH2:22][C:23]#[N:24])[CH:14]=[CH:13]2.[C:25](Cl)(=[O:30])[CH2:26][CH2:27][CH2:28][CH3:29].[Sn](Cl)(Cl)(Cl)Cl. Product: [CH3:20][C:16]1[C:17]2[C:12](=[CH:11][C:10]([C:2]3[O:1][C:5]4[CH:6]=[CH:7][CH:8]=[CH:9][C:4]=4[C:3]=3[C:25](=[O:30])[CH2:26][CH2:27][CH2:28][CH3:29])=[CH:19][CH:18]=2)[CH:13]=[CH:14][C:15]=1[O:21][CH2:22][C:23]#[N:24]. The catalyst class is: 2.